This data is from NCI-60 drug combinations with 297,098 pairs across 59 cell lines. The task is: Regression. Given two drug SMILES strings and cell line genomic features, predict the synergy score measuring deviation from expected non-interaction effect. (1) Drug 1: COC1=CC(=CC(=C1O)OC)C2C3C(COC3=O)C(C4=CC5=C(C=C24)OCO5)OC6C(C(C7C(O6)COC(O7)C8=CC=CS8)O)O. Drug 2: CC(C)(C#N)C1=CC(=CC(=C1)CN2C=NC=N2)C(C)(C)C#N. Cell line: NCI-H522. Synergy scores: CSS=30.1, Synergy_ZIP=-10.8, Synergy_Bliss=-6.01, Synergy_Loewe=-3.38, Synergy_HSA=-2.68. (2) Drug 1: CC1C(C(CC(O1)OC2CC(OC(C2O)C)OC3=CC4=CC5=C(C(=O)C(C(C5)C(C(=O)C(C(C)O)O)OC)OC6CC(C(C(O6)C)O)OC7CC(C(C(O7)C)O)OC8CC(C(C(O8)C)O)(C)O)C(=C4C(=C3C)O)O)O)O. Drug 2: CNC(=O)C1=NC=CC(=C1)OC2=CC=C(C=C2)NC(=O)NC3=CC(=C(C=C3)Cl)C(F)(F)F. Cell line: 786-0. Synergy scores: CSS=6.32, Synergy_ZIP=1.49, Synergy_Bliss=0.591, Synergy_Loewe=-41.0, Synergy_HSA=-2.03. (3) Drug 1: CN(C)C1=NC(=NC(=N1)N(C)C)N(C)C. Drug 2: COCCOC1=C(C=C2C(=C1)C(=NC=N2)NC3=CC=CC(=C3)C#C)OCCOC.Cl. Cell line: DU-145. Synergy scores: CSS=7.07, Synergy_ZIP=-4.71, Synergy_Bliss=1.15, Synergy_Loewe=-16.3, Synergy_HSA=-2.33. (4) Drug 1: CC1CCC2CC(C(=CC=CC=CC(CC(C(=O)C(C(C(=CC(C(=O)CC(OC(=O)C3CCCCN3C(=O)C(=O)C1(O2)O)C(C)CC4CCC(C(C4)OC)OCCO)C)C)O)OC)C)C)C)OC. Drug 2: CC1=C(C(=O)C2=C(C1=O)N3CC4C(C3(C2COC(=O)N)OC)N4)N. Cell line: HCT116. Synergy scores: CSS=27.9, Synergy_ZIP=2.94, Synergy_Bliss=4.78, Synergy_Loewe=-14.0, Synergy_HSA=-0.739. (5) Drug 1: C1=CC(=CC=C1C#N)C(C2=CC=C(C=C2)C#N)N3C=NC=N3. Drug 2: COCCOC1=C(C=C2C(=C1)C(=NC=N2)NC3=CC=CC(=C3)C#C)OCCOC.Cl. Cell line: SW-620. Synergy scores: CSS=1.10, Synergy_ZIP=-0.790, Synergy_Bliss=-2.73, Synergy_Loewe=-4.74, Synergy_HSA=-2.93. (6) Drug 1: CC12CCC3C(C1CCC2O)C(CC4=C3C=CC(=C4)O)CCCCCCCCCS(=O)CCCC(C(F)(F)F)(F)F. Drug 2: C1=NC(=NC(=O)N1C2C(C(C(O2)CO)O)O)N. Cell line: ACHN. Synergy scores: CSS=-0.517, Synergy_ZIP=-6.97, Synergy_Bliss=-7.85, Synergy_Loewe=-21.8, Synergy_HSA=-13.6. (7) Drug 1: CC1C(C(=O)NC(C(=O)N2CCCC2C(=O)N(CC(=O)N(C(C(=O)O1)C(C)C)C)C)C(C)C)NC(=O)C3=C4C(=C(C=C3)C)OC5=C(C(=O)C(=C(C5=N4)C(=O)NC6C(OC(=O)C(N(C(=O)CN(C(=O)C7CCCN7C(=O)C(NC6=O)C(C)C)C)C)C(C)C)C)N)C. Drug 2: CC1=CC=C(C=C1)C2=CC(=NN2C3=CC=C(C=C3)S(=O)(=O)N)C(F)(F)F. Cell line: PC-3. Synergy scores: CSS=6.25, Synergy_ZIP=0.260, Synergy_Bliss=5.40, Synergy_Loewe=-17.7, Synergy_HSA=4.26. (8) Drug 1: CCC1=CC2CC(C3=C(CN(C2)C1)C4=CC=CC=C4N3)(C5=C(C=C6C(=C5)C78CCN9C7C(C=CC9)(C(C(C8N6C)(C(=O)OC)O)OC(=O)C)CC)OC)C(=O)OC.C(C(C(=O)O)O)(C(=O)O)O. Drug 2: CC1CCC2CC(C(=CC=CC=CC(CC(C(=O)C(C(C(=CC(C(=O)CC(OC(=O)C3CCCCN3C(=O)C(=O)C1(O2)O)C(C)CC4CCC(C(C4)OC)OCCO)C)C)O)OC)C)C)C)OC. Cell line: SF-268. Synergy scores: CSS=20.1, Synergy_ZIP=-5.34, Synergy_Bliss=-1.60, Synergy_Loewe=-0.539, Synergy_HSA=2.04. (9) Drug 1: CN(C)N=NC1=C(NC=N1)C(=O)N. Drug 2: CC1CCCC2(C(O2)CC(NC(=O)CC(C(C(=O)C(C1O)C)(C)C)O)C(=CC3=CSC(=N3)C)C)C. Cell line: EKVX. Synergy scores: CSS=-1.89, Synergy_ZIP=0.910, Synergy_Bliss=-0.951, Synergy_Loewe=-2.96, Synergy_HSA=-2.48.